Dataset: Peptide-MHC class I binding affinity with 185,985 pairs from IEDB/IMGT. Task: Regression. Given a peptide amino acid sequence and an MHC pseudo amino acid sequence, predict their binding affinity value. This is MHC class I binding data. (1) The peptide sequence is LASSSYEQF. The MHC is HLA-B15:17 with pseudo-sequence HLA-B15:17. The binding affinity (normalized) is 0.715. (2) The peptide sequence is KSFFSRLNW. The MHC is SLA-30401 with pseudo-sequence SLA-30401. The binding affinity (normalized) is 0.706. (3) The peptide sequence is GFLSRNKKPR. The MHC is HLA-A33:01 with pseudo-sequence HLA-A33:01. The binding affinity (normalized) is 0.309. (4) The peptide sequence is ILAKYRKSV. The MHC is HLA-A02:01 with pseudo-sequence HLA-A02:01. The binding affinity (normalized) is 0.479. (5) The peptide sequence is LARFPCNVI. The MHC is HLA-A24:03 with pseudo-sequence HLA-A24:03. The binding affinity (normalized) is 0.0847. (6) The peptide sequence is RGYVFQGL. The MHC is HLA-A02:06 with pseudo-sequence HLA-A02:06. The binding affinity (normalized) is 0.